Predict which catalyst facilitates the given reaction. From a dataset of Catalyst prediction with 721,799 reactions and 888 catalyst types from USPTO. (1) Reactant: [C:9](O[C:9]([O:11][C:12]([CH3:15])([CH3:14])[CH3:13])=[O:10])([O:11][C:12]([CH3:15])([CH3:14])[CH3:13])=[O:10].[Br:16][C:17]1[C:18]([NH:24][CH2:25][CH:26]2[CH2:31][CH2:30][NH:29][CH2:28][CH2:27]2)=[CH:19][C:20]([NH2:23])=[N:21][CH:22]=1.C(N(CC)CC)C. Product: [NH2:23][C:20]1[CH:19]=[C:18]([NH:24][CH2:25][CH:26]2[CH2:31][CH2:30][N:29]([C:9]([O:11][C:12]([CH3:13])([CH3:14])[CH3:15])=[O:10])[CH2:28][CH2:27]2)[C:17]([Br:16])=[CH:22][N:21]=1. The catalyst class is: 4. (2) Reactant: [C@H:1]1([NH:9][C:10]([CH:12]([CH:45]([CH3:47])[CH3:46])[CH2:13][CH:14]([OH:44])[CH:15]([NH:36][C:37](=[O:43])[O:38][C:39]([CH3:42])([CH3:41])[CH3:40])[CH2:16][CH:17]([CH2:21][C:22]2[CH:30]=[C:29]3[C:25]([CH:26]=[CH:27][N:28]3[CH2:31][CH2:32][CH2:33][O:34][CH3:35])=[CH:24][CH:23]=2)[CH:18]([CH3:20])[CH3:19])=[O:11])[C:3]2([CH2:8][CH2:7][O:6][CH2:5][CH2:4]2)[CH2:2]1.ClS([N:52]=[C:53]=O)(=O)=O.CN(C)C=O. Product: [C:53]([C:26]1[C:25]2[C:29](=[CH:30][C:22]([CH2:21][CH:17]([CH:18]([CH3:19])[CH3:20])[CH2:16][CH:15]([NH:36][C:37](=[O:43])[O:38][C:39]([CH3:40])([CH3:42])[CH3:41])[CH:14]([OH:44])[CH2:13][CH:12]([C:10](=[O:11])[NH:9][C@H:1]3[C:3]4([CH2:4][CH2:5][O:6][CH2:7][CH2:8]4)[CH2:2]3)[CH:45]([CH3:47])[CH3:46])=[CH:23][CH:24]=2)[N:28]([CH2:31][CH2:32][CH2:33][O:34][CH3:35])[CH:27]=1)#[N:52]. The catalyst class is: 4.